From a dataset of Forward reaction prediction with 1.9M reactions from USPTO patents (1976-2016). Predict the product of the given reaction. (1) Given the reactants NC1C=C(OC)C(F)=CC=1C(C1C=CC=CC=1Cl)=O.NC1C(C)=NN(CC=C)C=1Cl.[Cl:31][C:32]1[CH:37]=[CH:36][CH:35]=[CH:34][C:33]=1[C:38]1[C:44]2[CH:45]=[C:46]([F:51])[C:47]([O:49][CH3:50])=[CH:48][C:43]=2[N:42]=[C:41]2[N:52](CC=C)[NH:53][C:54]([CH3:55])=[C:40]2[N:39]=1.[H-].C([Al+]CC(C)C)C(C)C, predict the reaction product. The product is: [Cl:31][C:32]1[CH:37]=[CH:36][CH:35]=[CH:34][C:33]=1[C:38]1[C:44]2[CH:45]=[C:46]([F:51])[C:47]([O:49][CH3:50])=[CH:48][C:43]=2[N:42]=[C:41]2[NH:52][NH:53][C:54]([CH3:55])=[C:40]2[N:39]=1. (2) The product is: [CH3:24][O:26][CH2:5][CH2:1][O:6][C:7]1[C:8]([NH2:20])=[N:9][CH:10]=[C:11]([O:13][C:14]2[CH:15]=[CH:16][CH:17]=[CH:18][CH:19]=2)[CH:12]=1. Given the reactants [CH:1]1([O:6][C:7]2[C:8]([N+:20]([O-])=O)=[N:9][CH:10]=[C:11]([O:13][C:14]3[CH:19]=[CH:18][CH:17]=[CH:16][CH:15]=3)[CH:12]=2)[CH2:5]CCC1.O.[C:24](O)(=[O:26])C, predict the reaction product. (3) Given the reactants [Cl:1][C:2]1[CH:3]=[C:4]([NH2:19])[CH:5]=[N:6][C:7]=1[O:8][C:9]1[N:10]=[CH:11][C:12]2[C:17]([CH:18]=1)=[CH:16][CH:15]=[CH:14][CH:13]=2.[Cl:20][C:21]1[CH:22]=[C:23]([S:28](Cl)(=[O:30])=[O:29])[CH:24]=[CH:25][C:26]=1[CH3:27], predict the reaction product. The product is: [Cl:20][C:21]1[CH:22]=[C:23]([S:28]([NH:19][C:4]2[CH:5]=[N:6][C:7]([O:8][C:9]3[N:10]=[CH:11][C:12]4[C:17]([CH:18]=3)=[CH:16][CH:15]=[CH:14][CH:13]=4)=[C:2]([Cl:1])[CH:3]=2)(=[O:30])=[O:29])[CH:24]=[CH:25][C:26]=1[CH3:27]. (4) Given the reactants [NH2:1][CH2:2][CH2:3][CH2:4][O:5][CH2:6][CH2:7][O:8][CH2:9][CH2:10][O:11][CH2:12][CH2:13][O:14][CH2:15][CH2:16][O:17][CH2:18][CH2:19][CH2:20][NH:21][C:22]1[CH:30]=[C:29]([N:31]2[C:39]3[CH2:38][C:37]([CH3:41])([CH3:40])[CH2:36][C:35](=[O:42])[C:34]=3[C:33]([CH3:43])=[N:32]2)[CH:28]=[CH:27][C:23]=1[C:24]([NH2:26])=[O:25].[OH:44][C:45]1[CH:60]=[CH:59][C:48]([O:49][C:50]2[CH:58]=[CH:57][C:53]([C:54](O)=[O:55])=[CH:52][CH:51]=2)=[CH:47][CH:46]=1.C1C=CC2N(O)N=NC=2C=1.Cl, predict the reaction product. The product is: [C:24]([C:23]1[CH:27]=[CH:28][C:29]([N:31]2[C:39]3[CH2:38][C:37]([CH3:40])([CH3:41])[CH2:36][C:35](=[O:42])[C:34]=3[C:33]([CH3:43])=[N:32]2)=[CH:30][C:22]=1[NH:21][CH2:20][CH2:19][CH2:18][O:17][CH2:16][CH2:15][O:14][CH2:13][CH2:12][O:11][CH2:10][CH2:9][O:8][CH2:7][CH2:6][O:5][CH2:4][CH2:3][CH2:2][NH:1][C:54](=[O:55])[C:53]1[CH:52]=[CH:51][C:50]([O:49][C:48]2[CH:59]=[CH:60][C:45]([OH:44])=[CH:46][CH:47]=2)=[CH:58][CH:57]=1)(=[O:25])[NH2:26]. (5) Given the reactants [CH3:1][C:2]([CH3:13])([CH3:12])[C:3]([NH:5][C:6]1[CH:7]=[N:8][CH:9]=[CH:10][CH:11]=1)=[O:4].CN(CCN(C)C)C.C([Li])CCC.[I:27]I.[O-]S([O-])(=S)=O.[Na+].[Na+], predict the reaction product. The product is: [I:27][C:11]1[CH:10]=[CH:9][N:8]=[CH:7][C:6]=1[NH:5][C:3](=[O:4])[C:2]([CH3:13])([CH3:12])[CH3:1]. (6) Given the reactants [CH:1]1[CH:6]=[CH:5][C:4]([C:7]2[CH:12]=[CH:11][C:10]([N:13](C3C=CC(Br)=CC=3)[C:14]3[CH:19]=[CH:18][C:17]([C:20]4[CH:25]=[CH:24][CH:23]=[CH:22][CH:21]=4)=[CH:16][CH:15]=3)=[CH:9][CH:8]=2)=[CH:3][CH:2]=1.[CH3:33][CH2:34][CH2:35][CH2:36][CH2:37][CH3:38].C([Li])CCC.[B:44]([O:49]C)(OC)[O:45]C.Cl, predict the reaction product. The product is: [C:17]1([C:20]2[CH:21]=[CH:22][CH:23]=[CH:24][CH:25]=2)[CH:16]=[CH:15][C:14]([N:13]([O:45][B:44]([C:35]2[CH:34]=[CH:33][CH:38]=[CH:37][CH:36]=2)[OH:49])[C:10]2[CH:11]=[CH:12][C:7]([C:4]3[CH:5]=[CH:6][CH:1]=[CH:2][CH:3]=3)=[CH:8][CH:9]=2)=[CH:19][CH:18]=1. (7) Given the reactants Cl[C:2]1[CH:13]=[C:6]2[N:7]([CH3:12])[CH:8]([CH3:11])[CH2:9][CH2:10][N:5]2[C:4](=[O:14])[N:3]=1.[OH:15][CH2:16][C:17]1[CH:18]=[C:19]([CH:22]=[CH:23][CH:24]=1)[C:20]#[N:21], predict the reaction product. The product is: [CH3:12][N:7]1[CH:8]([CH3:11])[CH2:9][CH2:10][N:5]2[C:4](=[O:14])[N:3]=[C:2]([O:15][CH2:16][C:17]3[CH:18]=[C:19]([CH:22]=[CH:23][CH:24]=3)[C:20]#[N:21])[CH:13]=[C:6]12. (8) The product is: [CH:44]1[CH:43]=[CH:42][C:41]([CH2:40][C@H:47]([C:48]([OH:50])=[O:49])[CH2:51][C:52]([N:54]2[CH2:55][C@H:56]3[C@H:61]([CH2:60][CH2:59][CH2:58][CH2:57]3)[CH2:62]2)=[O:53])=[CH:46][CH:45]=1. Given the reactants CC(OC(N1[C@H](CP(C2C=CC=CC=2)C2C=CC=CC=2)C[C@H](P(C2C=CC=CC=2)C2C=CC=CC=2)C1)=O)(C)C.[CH:40](=[C:47]([CH2:51][C:52]([N:54]1[CH2:62][C@H:61]2[C@H:56]([CH2:57][CH2:58][CH2:59][CH2:60]2)[CH2:55]1)=[O:53])[C:48]([OH:50])=[O:49])[C:41]1[CH:46]=[CH:45][CH:44]=[CH:43][CH:42]=1, predict the reaction product. (9) Given the reactants [NH:1]1[C:9]2[C:4](=[CH:5][C:6]([O:10][C@H:11]3[CH2:16][CH2:15][CH2:14][C@H:13]([NH:17][C:18](=O)[CH3:19])[CH2:12]3)=[CH:7][CH:8]=2)[CH:3]=[N:2]1.[H-].[Al+3].[Li+].[H-].[H-].[H-].O.[OH-].[Na+], predict the reaction product. The product is: [CH2:18]([NH:17][C@H:13]1[CH2:14][CH2:15][CH2:16][C@H:11]([O:10][C:6]2[CH:5]=[C:4]3[C:9](=[CH:8][CH:7]=2)[NH:1][N:2]=[CH:3]3)[CH2:12]1)[CH3:19]. (10) Given the reactants Cl.CN(C)CCCN=C=NCC.[C:13]([O:17][C:18]([N:20]([C@H:22]([CH2:26][C:27]1[CH:32]=[CH:31][CH:30]=[CH:29][CH:28]=1)[C:23]([OH:25])=O)[CH3:21])=[O:19])([CH3:16])([CH3:15])[CH3:14].O.ON1C2C=CC=CC=2N=N1.[F:44][C:45]([F:49])([F:48])[CH2:46][NH2:47].C(N(C(C)C)C(C)C)C, predict the reaction product. The product is: [C:13]([O:17][C:18](=[O:19])[N:20]([CH3:21])[C@@H:22]([C:23](=[O:25])[NH:47][CH2:46][C:45]([F:49])([F:48])[F:44])[CH2:26][C:27]1[CH:32]=[CH:31][CH:30]=[CH:29][CH:28]=1)([CH3:14])([CH3:15])[CH3:16].